This data is from Full USPTO retrosynthesis dataset with 1.9M reactions from patents (1976-2016). The task is: Predict the reactants needed to synthesize the given product. (1) Given the product [C:1]1([C:7]2[CH:8]=[C:9]3[C:18]([CH:19]4[CH2:24][CH2:23][N:22]([C:40]([C:34]5[CH:39]=[CH:38][CH:37]=[CH:36][CH:35]=5)=[O:41])[CH2:21][CH2:20]4)=[CH:17][NH:16][C:10]3=[C:11]([C:13]([NH2:15])=[O:14])[N:12]=2)[CH:6]=[CH:5][CH:4]=[CH:3][CH:2]=1, predict the reactants needed to synthesize it. The reactants are: [C:1]1([C:7]2[CH:8]=[C:9]3[C:18]([CH:19]4[CH2:24][CH2:23][NH:22][CH2:21][CH2:20]4)=[CH:17][NH:16][C:10]3=[C:11]([C:13]([NH2:15])=[O:14])[N:12]=2)[CH:6]=[CH:5][CH:4]=[CH:3][CH:2]=1.CCN(C(C)C)C(C)C.[C:34]1([C:40](Cl)=[O:41])[CH:39]=[CH:38][CH:37]=[CH:36][CH:35]=1. (2) Given the product [CH:6]1([CH2:5][CH:4]([N:11]2[C:19]3[C:14](=[CH:15][CH:16]=[C:17]([CH3:20])[CH:18]=3)[C:13](=[O:21])[C:12]2=[O:22])[C:3]([OH:23])=[O:2])[CH2:10][CH2:9][CH2:8][CH2:7]1, predict the reactants needed to synthesize it. The reactants are: C[O:2][C:3](=[O:23])[CH:4]([N:11]1[C:19]2[C:14](=[CH:15][CH:16]=[C:17]([CH3:20])[CH:18]=2)[C:13](=[O:21])[C:12]1=[O:22])[CH2:5][CH:6]1[CH2:10][CH2:9][CH2:8][CH2:7]1.O.[OH-].[Li+]. (3) The reactants are: [O:1]=[S:2]1(=[O:25])[CH2:7][CH2:6][N:5]([CH2:8][C:9]2[CH:14]=[CH:13][C:12]([C:15]3[N:20]4[N:21]=[C:22]([NH2:24])[N:23]=[C:19]4[CH:18]=[CH:17][CH:16]=3)=[CH:11][CH:10]=2)[CH2:4][CH2:3]1.Br[C:27]1[CH:28]=[C:29]([N:33]2[CH2:38][CH2:37][N:36]([CH3:39])[CH2:35][CH2:34]2)[CH:30]=[CH:31][CH:32]=1.C1(P(C2CCCCC2)C2C=CC=CC=2C2C=CC=CC=2P(C2CCCCC2)C2CCCCC2)CCCCC1. Given the product [O:25]=[S:2]1(=[O:1])[CH2:3][CH2:4][N:5]([CH2:8][C:9]2[CH:14]=[CH:13][C:12]([C:15]3[N:20]4[N:21]=[C:22]([NH:24][C:27]5[CH:32]=[CH:31][CH:30]=[C:29]([N:33]6[CH2:38][CH2:37][N:36]([CH3:39])[CH2:35][CH2:34]6)[CH:28]=5)[N:23]=[C:19]4[CH:18]=[CH:17][CH:16]=3)=[CH:11][CH:10]=2)[CH2:6][CH2:7]1, predict the reactants needed to synthesize it. (4) Given the product [CH2:1]=[C:2]1[C:12]([N:13]2[CH2:14][CH2:15][N:16]([CH2:40][CH2:39][CH2:38][C:25]3([C:23](=[O:24])[NH:22][CH2:21][C:20]([F:19])([F:42])[F:43])[C:37]4[CH:36]=[CH:35][CH:34]=[CH:33][C:32]=4[C:31]4[C:26]3=[CH:27][CH:28]=[CH:29][CH:30]=4)[CH2:17][CH2:18]2)=[CH:11][CH:10]=[CH:9][CH:3]1[C:4]([O:6][CH2:7][CH3:8])=[O:5], predict the reactants needed to synthesize it. The reactants are: [CH3:1][C:2]1[C:12]([N:13]2[CH2:18][CH2:17][NH:16][CH2:15][CH2:14]2)=[CH:11][CH:10]=[CH:9][C:3]=1[C:4]([O:6][CH2:7][CH3:8])=[O:5].[F:19][C:20]([F:43])([F:42])[CH2:21][NH:22][C:23]([C:25]1([CH2:38][CH2:39][CH2:40]Br)[C:37]2[CH:36]=[CH:35][CH:34]=[CH:33][C:32]=2[C:31]2[C:26]1=[CH:27][CH:28]=[CH:29][CH:30]=2)=[O:24]. (5) Given the product [CH2:14]([N:3]([CH2:1][CH3:2])[C:4](=[O:13])[C:5]1[CH:10]=[CH:9][CH:8]=[C:7]([OH:11])[CH:6]=1)[CH3:15], predict the reactants needed to synthesize it. The reactants are: [CH2:1]([N:3]([CH2:14][CH3:15])[C:4](=[O:13])[C:5]1[CH:10]=[CH:9][CH:8]=[C:7]([O:11]C)[CH:6]=1)[CH3:2].B(Br)(Br)Br. (6) Given the product [F:1][C:2]1[CH:3]=[C:4]([N+:9]([O-:11])=[O:10])[CH:5]=[CH:6][C:7]=1[N:22]([CH2:23][CH:24]([CH3:26])[CH3:25])[CH2:18][CH:19]([CH3:21])[CH3:20], predict the reactants needed to synthesize it. The reactants are: [F:1][C:2]1[CH:3]=[C:4]([N+:9]([O-:11])=[O:10])[CH:5]=[CH:6][C:7]=1F.C([O-])([O-])=O.[K+].[K+].[CH2:18]([NH:22][CH2:23][CH:24]([CH3:26])[CH3:25])[CH:19]([CH3:21])[CH3:20]. (7) The reactants are: Cl[C:2]1[N:7]=[CH:6][C:5]([CH2:8][C:9]2[CH:10]=[C:11]3[C:16](=[C:17]4[CH:22]=[CH:21][CH:20]=[CH:19][C:18]=24)[N:15]=[CH:14][N:13]([C@H:23]2[CH2:28][CH2:27][O:26][CH2:25][C@@H:24]2[OH:29])[C:12]3=[O:30])=[CH:4][CH:3]=1.C(=O)([O-])[O-].[Cs+].[Cs+].[CH3:37][N:38]1[CH:42]=[C:41](B2OC(C)(C)C(C)(C)O2)[CH:40]=[N:39]1. Given the product [OH:29][C@@H:24]1[C@@H:23]([N:13]2[C:12](=[O:30])[C:11]3[C:16](=[C:17]4[CH:22]=[CH:21][CH:20]=[CH:19][C:18]4=[C:9]([CH2:8][C:5]4[CH:6]=[N:7][C:2]([C:41]5[CH:40]=[N:39][N:38]([CH3:37])[CH:42]=5)=[CH:3][CH:4]=4)[CH:10]=3)[N:15]=[CH:14]2)[CH2:28][CH2:27][O:26][CH2:25]1, predict the reactants needed to synthesize it.